Dataset: Forward reaction prediction with 1.9M reactions from USPTO patents (1976-2016). Task: Predict the product of the given reaction. (1) The product is: [CH:4]([C:3]1[CH:6]=[C:7]([I:10])[CH:8]=[CH:9][C:2]=1[O:19][C:16]1[CH:17]=[CH:18][C:13]([C:11]#[N:12])=[CH:14][CH:15]=1)=[O:5]. Given the reactants F[C:2]1[CH:9]=[CH:8][C:7]([I:10])=[CH:6][C:3]=1[CH:4]=[O:5].[C:11]([C:13]1[CH:18]=[CH:17][C:16]([OH:19])=[CH:15][CH:14]=1)#[N:12].C([O-])([O-])=O.[K+].[K+], predict the reaction product. (2) Given the reactants CO[C:3]([C@@H:5]1[CH2:10][CH2:9][CH2:8][CH2:7][C@@H:6]1[C:11]([OH:13])=[O:12])=O.C(N(CC)CC)C.ClC(OCC)=O, predict the reaction product. The product is: [C:11]1(=[O:12])[C@H:6]2[C@H:5]([CH2:10][CH2:9][CH2:8][CH2:7]2)[CH2:3][O:13]1. (3) Given the reactants [C:1]([C:3]1[NH:20][C:6]2[CH:7]([C:14]([O:16][CH:17]([CH3:19])[CH3:18])=[O:15])[CH2:8][NH:9][CH2:10][C:11]([CH3:13])([CH3:12])[C:5]=2[CH:4]=1)#[N:2].[F:21][C:22]([F:33])([F:32])[C:23]1[CH:24]=[C:25]([CH:29]=[CH:30][CH:31]=1)[C:26](Cl)=[O:27], predict the reaction product. The product is: [C:1]([C:3]1[NH:20][C:6]2[CH:7]([C:14]([O:16][CH:17]([CH3:18])[CH3:19])=[O:15])[CH2:8][N:9]([C:26](=[O:27])[C:25]3[CH:29]=[CH:30][CH:31]=[C:23]([C:22]([F:21])([F:32])[F:33])[CH:24]=3)[CH2:10][C:11]([CH3:13])([CH3:12])[C:5]=2[CH:4]=1)#[N:2].